This data is from Full USPTO retrosynthesis dataset with 1.9M reactions from patents (1976-2016). The task is: Predict the reactants needed to synthesize the given product. (1) Given the product [CH3:23][O:21][C:20]([C:4]1[N:3]=[C:2]([Br:1])[C:11]2[C:6]([C:5]=1[OH:19])=[CH:7][CH:8]=[C:9]([S:12][C:13]1[CH:18]=[CH:17][CH:16]=[CH:15][CH:14]=1)[CH:10]=2)=[O:22], predict the reactants needed to synthesize it. The reactants are: [Br:1][C:2]1[C:11]2[C:6](=[CH:7][CH:8]=[C:9]([S:12][C:13]3[CH:18]=[CH:17][CH:16]=[CH:15][CH:14]=3)[CH:10]=2)[C:5]([OH:19])=[C:4]([C:20]([OH:22])=[O:21])[N:3]=1.[C:23](=O)([O-])[O-].[K+].[K+].S([O-])(OC)(=O)=O. (2) The reactants are: [CH:1]1([C:5]([NH2:7])=[NH:6])[CH2:4][CH2:3][CH2:2]1.[C:8]([OH:16])(=[O:15])/[C:9](=[C:11](\[CH:13]=O)/[Br:12])/Br. Given the product [Br:12][C:11]1[C:9]([C:8]([OH:16])=[O:15])=[N:6][C:5]([CH:1]2[CH2:4][CH2:3][CH2:2]2)=[N:7][CH:13]=1, predict the reactants needed to synthesize it. (3) Given the product [NH2:8][C:7]1[CH:6]=[CH:5][C:4]([NH:11][C:12](=[O:18])[O:13][C:14]([CH3:15])([CH3:16])[CH3:17])=[CH:3][C:2]=1[Br:1], predict the reactants needed to synthesize it. The reactants are: [Br:1][C:2]1[CH:3]=[C:4]([NH:11][C:12](=[O:18])[O:13][C:14]([CH3:17])([CH3:16])[CH3:15])[CH:5]=[CH:6][C:7]=1[N+:8]([O-])=O.O.O.[Sn](Cl)Cl.C(=O)([O-])[O-].[K+].[K+].[OH-].[Na+]. (4) Given the product [CH3:41][O:40][CH2:39][CH2:38][NH:37][C:34]1[N:35]=[CH:36][C:31]([O:1][C:2]2[CH:3]=[C:4]([CH3:23])[C:5]([C:9]3[N:10]=[C:11]([NH:14][C:15](=[O:22])[C:16]4[CH:21]=[CH:20][N:19]=[CH:18][CH:17]=4)[S:12][CH:13]=3)=[C:6]([CH3:8])[CH:7]=2)=[CH:32][CH:33]=1, predict the reactants needed to synthesize it. The reactants are: [OH:1][C:2]1[CH:7]=[C:6]([CH3:8])[C:5]([C:9]2[N:10]=[C:11]([NH:14][C:15](=[O:22])[C:16]3[CH:21]=[CH:20][N:19]=[CH:18][CH:17]=3)[S:12][CH:13]=2)=[C:4]([CH3:23])[CH:3]=1.C(=O)([O-])[O-].[Cs+].[Cs+].Br[C:31]1[CH:32]=[CH:33][C:34]([NH:37][CH2:38][CH2:39][O:40][CH3:41])=[N:35][CH:36]=1. (5) Given the product [C:2]([CH2:4][NH:5][C:6]([C@@H:8]1[CH2:12][C@@H:11]([S:13]([C:16]2[CH:21]=[CH:20][CH:19]=[CH:18][C:17]=2[Cl:22])(=[O:14])=[O:15])[CH2:10][N:9]1[C:28](=[O:29])[C:27]1[CH:31]=[CH:32][C:24]([F:23])=[CH:25][CH:26]=1)=[O:7])#[N:3], predict the reactants needed to synthesize it. The reactants are: Cl.[C:2]([CH2:4][NH:5][C:6]([C@@H:8]1[CH2:12][C@@H:11]([S:13]([C:16]2[CH:21]=[CH:20][CH:19]=[CH:18][C:17]=2[Cl:22])(=[O:15])=[O:14])[CH2:10][NH:9]1)=[O:7])#[N:3].[F:23][C:24]1[CH:32]=[CH:31][C:27]([C:28](O)=[O:29])=[CH:26][CH:25]=1. (6) Given the product [C:1]([O:5][C:6]([N:8]1[CH2:17][CH2:16][C:15]2[C:10](=[C:11]([Br:22])[CH:12]=[C:13]([CH2:19][CH2:20][CH3:21])[C:14]=2[O:18][CH3:23])[CH2:9]1)=[O:7])([CH3:4])([CH3:3])[CH3:2], predict the reactants needed to synthesize it. The reactants are: [C:1]([O:5][C:6]([N:8]1[CH2:17][CH2:16][C:15]2[C:10](=[C:11]([Br:22])[CH:12]=[C:13]([CH2:19][CH2:20][CH3:21])[C:14]=2[OH:18])[CH2:9]1)=[O:7])([CH3:4])([CH3:3])[CH3:2].[CH3:23]N(C=O)C.CI.